From a dataset of Reaction yield outcomes from USPTO patents with 853,638 reactions. Predict the reaction yield, written as a fraction of the theoretical maximum amount of product (1.0 means a 100% yield; for example, 0.34 means a 34% yield). (1) The yield is 0.273. The reactants are COC1C=CC(C[N:8]2[CH2:14][CH2:13][CH2:12][CH2:11][CH:10]([C:15]3[S:16][C:17]([C:20]4[CH:25]=[C:24]([NH:26][C:27]5[N:32]=[C:31]([C:33]([F:36])([F:35])[F:34])[CH:30]=[CH:29][N:28]=5)[CH:23]=[C:22]([CH3:37])[CH:21]=4)=[CH:18][N:19]=3)[C:9]2=[O:38])=CC=1.FC(F)(F)C(O)=O.FC(F)(F)S(O)(=O)=O. The product is [CH3:37][C:22]1[CH:21]=[C:20]([C:17]2[S:16][C:15]([CH:10]3[CH2:11][CH2:12][CH2:13][CH2:14][NH:8][C:9]3=[O:38])=[N:19][CH:18]=2)[CH:25]=[C:24]([NH:26][C:27]2[N:32]=[C:31]([C:33]([F:35])([F:36])[F:34])[CH:30]=[CH:29][N:28]=2)[CH:23]=1. The catalyst is ClCCl. (2) The reactants are Cl.[CH3:2][O:3][CH:4]1[CH2:7][NH:6][CH2:5]1.[O-:8][N+:9]1[C:14]2[CH:15]=[C:16]3[C:20](=[CH:21][C:13]=2[N:12]=[C:11]([CH2:22][CH2:23][CH:24]=O)[N:10]=1)[CH2:19][CH2:18][CH2:17]3.[BH3-]C#N.[Na+].CC(O)=O. The catalyst is CO. The product is [CH3:2][O:3][CH:4]1[CH2:7][N:6]([CH2:24][CH2:23][CH2:22][C:11]2[N:10]=[N+:9]([O-:8])[C:14]3[CH:15]=[C:16]4[C:20]([CH2:19][CH2:18][CH2:17]4)=[CH:21][C:13]=3[N:12]=2)[CH2:5]1. The yield is 0.600. (3) The reactants are [Cl:1][C:2]1[CH:3]=[C:4]([CH2:8][O:9][C:10]2[CH:11]=[CH:12][C:13]([CH3:27])=[C:14]([CH:26]=2)[C:15]([O:17]CC2C=CC=C(Cl)C=2)=[O:16])[CH:5]=[CH:6][CH:7]=1.[OH-].[Li+]. The catalyst is O1CCOCC1.O. The product is [Cl:1][C:2]1[CH:3]=[C:4]([CH2:8][O:9][C:10]2[CH:11]=[CH:12][C:13]([CH3:27])=[C:14]([CH:26]=2)[C:15]([OH:17])=[O:16])[CH:5]=[CH:6][CH:7]=1. The yield is 0.120.